This data is from Peptide-MHC class I binding affinity with 185,985 pairs from IEDB/IMGT. The task is: Regression. Given a peptide amino acid sequence and an MHC pseudo amino acid sequence, predict their binding affinity value. This is MHC class I binding data. (1) The peptide sequence is AVMAPRTHNR. The MHC is HLA-A02:06 with pseudo-sequence HLA-A02:06. The binding affinity (normalized) is 0. (2) The peptide sequence is TIDGFAPFK. The MHC is BoLA-T2a with pseudo-sequence BoLA-T2a. The binding affinity (normalized) is 0.173. (3) The MHC is HLA-B40:02 with pseudo-sequence HLA-B40:02. The peptide sequence is KEPGVSRELL. The binding affinity (normalized) is 0.356.